This data is from Full USPTO retrosynthesis dataset with 1.9M reactions from patents (1976-2016). The task is: Predict the reactants needed to synthesize the given product. (1) Given the product [ClH:33].[Cl:34][C:29]1[CH:28]=[C:27]([S:25]([C:6]2[CH:5]=[CH:4][C:3]([C:1]#[N:2])=[CH:8][C:7]=2[S:9]([N:12]2[CH2:13][CH2:14][NH:15][CH2:16][CH2:17]2)(=[O:10])=[O:11])=[O:26])[CH:32]=[C:31]([Cl:33])[CH:30]=1, predict the reactants needed to synthesize it. The reactants are: [C:1]([C:3]1[CH:4]=[CH:5][C:6]([S:25]([C:27]2[CH:32]=[C:31]([Cl:33])[CH:30]=[C:29]([Cl:34])[CH:28]=2)=[O:26])=[C:7]([S:9]([N:12]2[CH2:17][CH2:16][N:15](C(OC(C)(C)C)=O)[CH2:14][CH2:13]2)(=[O:11])=[O:10])[CH:8]=1)#[N:2].Cl. (2) Given the product [F:25][C:2]([F:1])([F:26])[C:3]1[CH:4]=[C:5]([C:9]2[O:13][N:12]=[C:11]([CH2:14][C:15]3[CH:24]=[CH:23][C:18]([C:19]([OH:21])=[O:20])=[CH:17][CH:16]=3)[N:10]=2)[CH:6]=[CH:7][CH:8]=1, predict the reactants needed to synthesize it. The reactants are: [F:1][C:2]([F:26])([F:25])[C:3]1[CH:4]=[C:5]([C:9]2[O:13][N:12]=[C:11]([CH2:14][C:15]3[CH:24]=[CH:23][C:18]([C:19]([O:21]C)=[O:20])=[CH:17][CH:16]=3)[N:10]=2)[CH:6]=[CH:7][CH:8]=1.[OH-].[Li+]. (3) The reactants are: Br[C:2]1[CH:7]=[CH:6][C:5]([C:8]2[O:12][N:11]=[C:10]([CH3:13])[C:9]=2[CH2:14][NH:15][CH2:16][CH:17]([C:19]2[CH:24]=[CH:23][CH:22]=[CH:21][CH:20]=2)[OH:18])=[CH:4][CH:3]=1.[CH2:25]([O:27][C:28]([C:30]1([C:33]2[CH:38]=[CH:37][C:36](B3OC(C)(C)C(C)(C)O3)=[CH:35][CH:34]=2)[CH2:32][CH2:31]1)=[O:29])[CH3:26]. Given the product [CH2:25]([O:27][C:28]([C:30]1([C:33]2[CH:38]=[CH:37][C:36]([C:2]3[CH:7]=[CH:6][C:5]([C:8]4[O:12][N:11]=[C:10]([CH3:13])[C:9]=4[CH2:14][NH:15][CH2:16][CH:17]([OH:18])[C:19]4[CH:24]=[CH:23][CH:22]=[CH:21][CH:20]=4)=[CH:4][CH:3]=3)=[CH:35][CH:34]=2)[CH2:31][CH2:32]1)=[O:29])[CH3:26], predict the reactants needed to synthesize it. (4) Given the product [Cl:1][C:2]1[CH:3]=[C:4]([N:9]2[C:13]([CH3:14])=[C:12]([C:15](=[S:34])[NH:17][C:18]3[CH:23]=[CH:22][CH:21]=[C:20]([Cl:24])[CH:19]=3)[N:11]=[N:10]2)[CH:5]=[CH:6][C:7]=1[F:8], predict the reactants needed to synthesize it. The reactants are: [Cl:1][C:2]1[CH:3]=[C:4]([N:9]2[C:13]([CH3:14])=[C:12]([C:15]([NH:17][C:18]3[CH:23]=[CH:22][CH:21]=[C:20]([Cl:24])[CH:19]=3)=O)[N:11]=[N:10]2)[CH:5]=[CH:6][C:7]=1[F:8].COC1C=CC(P2(SP(C3C=CC(OC)=CC=3)(=S)S2)=[S:34])=CC=1.CCOC(C)=O. (5) Given the product [C:20]([O:24][C:25](=[O:26])[NH:27][CH2:28][CH2:29][CH2:30][C:31]([N:7]1[CH2:6][CH2:5][C:4]2[C:9](=[C:10]([N:13]3[CH2:14][CH2:15][N:16]([CH3:19])[CH2:17][CH2:18]3)[CH:11]=[CH:12][C:3]=2[O:2][CH3:1])[CH2:8]1)=[O:32])([CH3:23])([CH3:21])[CH3:22], predict the reactants needed to synthesize it. The reactants are: [CH3:1][O:2][C:3]1[CH:12]=[CH:11][C:10]([N:13]2[CH2:18][CH2:17][N:16]([CH3:19])[CH2:15][CH2:14]2)=[C:9]2[C:4]=1[CH2:5][CH2:6][NH:7][CH2:8]2.[C:20]([O:24][C:25]([NH:27][CH2:28][CH2:29][CH2:30][C:31](O)=[O:32])=[O:26])([CH3:23])([CH3:22])[CH3:21].CN(C(ON1N=NC2C=CC=NC1=2)=[N+](C)C)C.F[P-](F)(F)(F)(F)F. (6) Given the product [Cl:1][C:2]1[CH:3]=[N:4][CH:5]=[C:6]([Cl:20])[C:7]=1[S:8][C:9]1[S:13][C:12]([C:14]([NH:28][CH2:27][C:26]2[CH:29]=[CH:30][C:23]([S:22][CH3:21])=[CH:24][CH:25]=2)=[O:15])=[CH:11][C:10]=1[N+:17]([O-:19])=[O:18], predict the reactants needed to synthesize it. The reactants are: [Cl:1][C:2]1[CH:3]=[N:4][CH:5]=[C:6]([Cl:20])[C:7]=1[S:8][C:9]1[S:13][C:12]([C:14](Cl)=[O:15])=[CH:11][C:10]=1[N+:17]([O-:19])=[O:18].[CH3:21][S:22][C:23]1[CH:30]=[CH:29][C:26]([CH2:27][NH2:28])=[CH:25][CH:24]=1. (7) Given the product [C:13]([C:3]1([N:24]2[CH2:23][CH2:22][N:21]([C:19]([O:18][CH2:16][CH3:17])=[O:20])[CH2:26][CH2:25]2)[CH2:4][CH2:5][CH:6]=[CH:7][O:1][CH2:2]1)#[N:14], predict the reactants needed to synthesize it. The reactants are: [O:1]1[CH:7]=[CH:6][CH2:5][CH2:4][C:3](=O)[CH2:2]1.[Si]([C:13]#[N:14])(C)(C)C.O.[CH2:16]([O:18][C:19]([N:21]1[CH2:26][CH2:25][NH:24][CH2:23][CH2:22]1)=[O:20])[CH3:17].